This data is from Forward reaction prediction with 1.9M reactions from USPTO patents (1976-2016). The task is: Predict the product of the given reaction. Given the reactants [F:1][CH:2]([F:41])[C:3]1[N:7]([C:8]2[N:13]=[C:12]([N:14]3[CH2:20][CH:19]4[O:21][CH:16]([CH2:17][CH2:18]4)[CH2:15]3)[N:11]=[C:10]([N:22]3[CH2:27][CH2:26][N:25](C(OC(C)(C)C)=O)[CH2:24][CH2:23]3)[N:9]=2)[C:6]2[CH:35]=[CH:36][CH:37]=[C:38]([O:39][CH3:40])[C:5]=2[N:4]=1.C(O)(C(F)(F)F)=O.N, predict the reaction product. The product is: [F:41][CH:2]([F:1])[C:3]1[N:7]([C:8]2[N:9]=[C:10]([N:22]3[CH2:27][CH2:26][NH:25][CH2:24][CH2:23]3)[N:11]=[C:12]([N:14]3[CH2:20][CH:19]4[O:21][CH:16]([CH2:17][CH2:18]4)[CH2:15]3)[N:13]=2)[C:6]2[CH:35]=[CH:36][CH:37]=[C:38]([O:39][CH3:40])[C:5]=2[N:4]=1.